From a dataset of Full USPTO retrosynthesis dataset with 1.9M reactions from patents (1976-2016). Predict the reactants needed to synthesize the given product. (1) The reactants are: [N+:1]([C:4]1[CH:28]=[CH:27][C:26]([O:29][C:30]([F:33])([F:32])[F:31])=[CH:25][C:5]=1[C:6]([NH:8][CH2:9][C:10]([NH:12][C@@H:13]1[CH2:17][CH2:16][N:15](CC2C=CC=CC=2)[CH2:14]1)=[O:11])=[O:7])([O-])=O.C(O)(=O)C.[H][H]. Given the product [NH2:1][C:4]1[CH:28]=[CH:27][C:26]([O:29][C:30]([F:33])([F:31])[F:32])=[CH:25][C:5]=1[C:6]([NH:8][CH2:9][C:10]([NH:12][C@@H:13]1[CH2:17][CH2:16][NH:15][CH2:14]1)=[O:11])=[O:7], predict the reactants needed to synthesize it. (2) Given the product [C:47]([O-:49])(=[O:48])[CH3:46].[NH4+:8].[F:59][C:56]([F:57])([F:58])[C:54]1[CH:53]=[C:5]([CH:4]=[C:3]([C:2]([F:1])([F:61])[F:60])[CH:55]=1)[C:6]([N:8]1[CH2:12][C@@:11]([CH2:20][CH2:21][N:22]2[CH2:27][CH2:26][C:25]3([C:35]4[C:30](=[CH:31][CH:32]=[CH:33][CH:34]=4)[CH2:29][C@@H:28]3[O:36][CH2:37][C:38]([N:40]([CH3:52])[CH2:41][CH2:42][CH2:43][CH2:44][CH2:45][CH2:46][C:47]([OH:49])=[O:48])=[O:39])[CH2:24][CH2:23]2)([C:13]2[CH:18]=[CH:17][C:16]([F:19])=[CH:15][CH:14]=2)[O:10][CH2:9]1)=[O:7], predict the reactants needed to synthesize it. The reactants are: [F:1][C:2]([F:61])([F:60])[C:3]1[CH:4]=[C:5]([CH:53]=[C:54]([C:56]([F:59])([F:58])[F:57])[CH:55]=1)[C:6]([N:8]1[CH2:12][C@@:11]([CH2:20][CH2:21][N:22]2[CH2:27][CH2:26][C:25]3([C:35]4[C:30](=[CH:31][CH:32]=[CH:33][CH:34]=4)[CH2:29][C@@H:28]3[O:36][CH2:37][C:38]([N:40]([CH3:52])[CH2:41][CH2:42][CH2:43][CH2:44][CH2:45][CH2:46][C:47]([O:49]CC)=[O:48])=[O:39])[CH2:24][CH2:23]2)([C:13]2[CH:18]=[CH:17][C:16]([F:19])=[CH:15][CH:14]=2)[O:10][CH2:9]1)=[O:7].[OH-].[Na+].O.Cl. (3) Given the product [Cl:24][C:21]1[CH:20]=[CH:19][C:18]([C:10]2[N:11]=[C:12]3[CH:17]=[CH:16][CH:15]=[CH:14][N:13]3[C:9]=2[CH2:8][N:5]2[CH:6]=[CH:7][C:2]([NH:28][CH2:26][CH3:27])=[N:3][C:4]2=[O:25])=[CH:23][CH:22]=1, predict the reactants needed to synthesize it. The reactants are: Cl[C:2]1[CH:7]=[CH:6][N:5]([CH2:8][C:9]2[N:13]3[CH:14]=[CH:15][CH:16]=[CH:17][C:12]3=[N:11][C:10]=2[C:18]2[CH:23]=[CH:22][C:21]([Cl:24])=[CH:20][CH:19]=2)[C:4](=[O:25])[N:3]=1.[CH2:26]([NH2:28])[CH3:27]. (4) Given the product [C:9]1([S:15]([N:18]2[C:26]3[C:21](=[CH:22][CH:23]=[CH:24][CH:25]=3)[C:20]([C:6]3[CH:5]=[CH:4][N:3]=[C:2]([Cl:1])[N:7]=3)=[CH:19]2)(=[O:17])=[O:16])[CH:10]=[CH:11][CH:12]=[CH:13][CH:14]=1, predict the reactants needed to synthesize it. The reactants are: [Cl:1][C:2]1[N:7]=[C:6](Cl)[CH:5]=[CH:4][N:3]=1.[C:9]1([S:15]([N:18]2[C:26]3[C:21](=[CH:22][CH:23]=[CH:24][CH:25]=3)[C:20](B(O)O)=[CH:19]2)(=[O:17])=[O:16])[CH:14]=[CH:13][CH:12]=[CH:11][CH:10]=1.C(=O)([O-])[O-].[Na+].[Na+]. (5) Given the product [CH2:1]([C@H:8]([C@@H:12]([CH2:13][CH2:14][CH2:15][CH3:16])[C@@H:11]([OH:10])[CH3:17])[CH2:9][OH:18])[C:2]1[CH:7]=[CH:6][CH:5]=[CH:4][CH:3]=1, predict the reactants needed to synthesize it. The reactants are: [CH2:1]([C@@H:8]1[C@@H:12]([CH2:13][CH2:14][CH2:15][CH3:16])[C@H:11]([CH3:17])[O:10][C:9]1=[O:18])[C:2]1[CH:7]=[CH:6][CH:5]=[CH:4][CH:3]=1.[H-].[H-].[H-].[H-].[Li+].[Al+3]. (6) Given the product [CH3:31][C:27]1[CH:28]=[CH:29][CH:30]=[C:25]([CH3:24])[C:26]=1[NH:32][C:33](=[O:36])[CH2:34][N:7]1[CH2:8][CH2:9][N:4]([CH2:3][CH:2]([OH:1])[CH2:11][O:12][C:13]2[CH:18]=[CH:17][CH:16]=[CH:15][C:14]=2[O:19][CH3:20])[C:5](=[O:10])[CH2:6]1, predict the reactants needed to synthesize it. The reactants are: [OH:1][CH:2]([CH2:11][O:12][C:13]1[CH:18]=[CH:17][CH:16]=[CH:15][C:14]=1[O:19][CH3:20])[CH2:3][N:4]1[CH2:9][CH2:8][NH:7][CH2:6][C:5]1=[O:10].CCO.[CH3:24][C:25]1[CH:30]=[CH:29][CH:28]=[C:27]([CH3:31])[C:26]=1[NH:32][C:33](=[O:36])[CH2:34]Cl.C(N(C(C)C)CC)(C)C. (7) Given the product [Cl:22][C:23]1[CH:31]=[C:30]2[C:26]([C:27]([CH2:35][CH2:36][CH2:37][O:38][C:39]3[CH:40]=[C:41]([CH3:47])[C:42]([Cl:46])=[C:43]([CH3:45])[CH:44]=3)=[C:28]([C:32]([NH:6][S:5]([CH:9]3[CH2:10][CH2:11][NH:12][CH2:13][CH2:14]3)(=[O:7])=[O:8])=[O:33])[NH:29]2)=[CH:25][CH:24]=1, predict the reactants needed to synthesize it. The reactants are: C(Cl)CCl.[S:5]([CH:9]1[CH2:14][CH2:13][N:12](C(OC(C)(C)C)=O)[CH2:11][CH2:10]1)(=[O:8])(=[O:7])[NH2:6].[Cl:22][C:23]1[CH:31]=[C:30]2[C:26]([C:27]([CH2:35][CH2:36][CH2:37][O:38][C:39]3[CH:44]=[C:43]([CH3:45])[C:42]([Cl:46])=[C:41]([CH3:47])[CH:40]=3)=[C:28]([C:32](O)=[O:33])[NH:29]2)=[CH:25][CH:24]=1.